Predict the reactants needed to synthesize the given product. From a dataset of Full USPTO retrosynthesis dataset with 1.9M reactions from patents (1976-2016). (1) Given the product [C:21]([O:20][C:18](=[O:19])[N:7]([CH2:6][C:2]1[NH:1][CH:5]=[CH:4][N:3]=1)[CH2:8][C:9]1[CH:14]=[CH:13][C:12]([N+:15]([O-:17])=[O:16])=[CH:11][CH:10]=1)([CH3:24])([CH3:23])[CH3:22], predict the reactants needed to synthesize it. The reactants are: [NH:1]1[CH:5]=[CH:4][N:3]=[C:2]1[CH2:6][NH:7][CH2:8][C:9]1[CH:14]=[CH:13][C:12]([N+:15]([O-:17])=[O:16])=[CH:11][CH:10]=1.[C:18](O[C:18]([O:20][C:21]([CH3:24])([CH3:23])[CH3:22])=[O:19])([O:20][C:21]([CH3:24])([CH3:23])[CH3:22])=[O:19]. (2) Given the product [CH2:18]([O:17][C:13]1[CH:14]=[C:15]2[C:10](=[C:11]3[CH2:22][C:21]([CH3:24])([CH3:23])[O:20][C:12]=13)[C:9]([C:25]1[CH:30]=[CH:29][CH:28]=[CH:27][CH:26]=1)=[N:8][C:7]([CH2:6][NH:5][C:3](=[O:4])[CH2:2][N:33]([CH3:34])[CH3:32])([CH3:31])[CH2:16]2)[CH3:19], predict the reactants needed to synthesize it. The reactants are: Cl[CH2:2][C:3]([NH:5][CH2:6][C:7]1([CH3:31])[CH2:16][C:15]2[C:10](=[C:11]3[CH2:22][C:21]([CH3:24])([CH3:23])[O:20][C:12]3=[C:13]([O:17][CH2:18][CH3:19])[CH:14]=2)[C:9]([C:25]2[CH:30]=[CH:29][CH:28]=[CH:27][CH:26]=2)=[N:8]1)=[O:4].[CH3:32][NH:33][CH3:34].O. (3) Given the product [C:1]([C:5]1[CH:10]=[C:9]([CH:8]=[C:7]([C:12]2[N:16]([CH2:17][CH:18]3[CH2:19][CH2:20][CH2:21][CH2:22][CH2:23]3)[C:15]([CH3:24])=[C:14]([S:25](=[O:27])(=[O:26])[NH2:28])[CH:13]=2)[CH:6]=1)[O:11][CH2:36][CH2:37][CH2:38][C:39]([O:41][CH3:42])=[O:40])([CH3:4])([CH3:2])[CH3:3], predict the reactants needed to synthesize it. The reactants are: [C:1]([C:5]1[CH:6]=[C:7]([C:12]2[N:16]([CH2:17][CH:18]3[CH2:23][CH2:22][CH2:21][CH2:20][CH2:19]3)[C:15]([CH3:24])=[C:14]([S:25]([NH2:28])(=[O:27])=[O:26])[CH:13]=2)[CH:8]=[C:9]([OH:11])[CH:10]=1)([CH3:4])([CH3:3])[CH3:2].C([O-])([O-])=O.[Cs+].[Cs+].Br[CH2:36][CH2:37][CH2:38][C:39]([O:41][CH3:42])=[O:40].O. (4) Given the product [NH2:10][CH2:11][C@@H:12]1[C@H:16]([OH:17])[CH2:15][N:14]([CH2:18][CH:19]2[C:29]3=[C:30]4[C:25](=[CH:26][CH:27]=[C:28]3[F:31])[CH:24]=[CH:23][C:22](=[O:32])[N:21]4[CH2:20]2)[CH2:13]1, predict the reactants needed to synthesize it. The reactants are: C1(COC(=O)[NH:10][CH2:11][C@@H:12]2[C@H:16]([OH:17])[CH2:15][N:14]([CH2:18][CH:19]3[C:29]4=[C:30]5[C:25](=[CH:26][CH:27]=[C:28]4[F:31])[CH:24]=[CH:23][C:22](=[O:32])[N:21]5[CH2:20]3)[CH2:13]2)C=CC=CC=1. (5) The reactants are: N[C@@H]1C2C(=CC=CC=2)C[C@@H]1O.O1CCCC1.[F:17][C:18]1[CH:23]=[CH:22][C:21]([C:24]2[C:36]([CH:37]([OH:48])[C:38]3[CH:43]=[CH:42][C:41]([C:44]([F:47])([F:46])[F:45])=[CH:40][CH:39]=3)=[C:35]([CH:49]([CH3:51])[CH3:50])[CH:34]=[C:33]3[C:25]=2[C:26](=[O:52])[CH2:27][C:28]2([O:32]3)[CH2:31][CH2:30][CH2:29]2)=[CH:20][CH:19]=1. Given the product [F:17][C:18]1[CH:19]=[CH:20][C:21]([C:24]2[C:36]([C@H:37]([OH:48])[C:38]3[CH:43]=[CH:42][C:41]([C:44]([F:46])([F:47])[F:45])=[CH:40][CH:39]=3)=[C:35]([CH:49]([CH3:50])[CH3:51])[CH:34]=[C:33]3[C:25]=2[C@@H:26]([OH:52])[CH2:27][C:28]2([O:32]3)[CH2:31][CH2:30][CH2:29]2)=[CH:22][CH:23]=1, predict the reactants needed to synthesize it. (6) Given the product [OH:4][C:5]1[C:27]([O:28][CH3:29])=[CH:26][C:8]2[S:9][C:10]([C:12](=[O:25])[C:13]3[CH:18]=[CH:17][C:16]([O:19][CH3:20])=[C:15]([OH:21])[CH:14]=3)=[CH:11][C:7]=2[CH:6]=1, predict the reactants needed to synthesize it. The reactants are: C([O:4][C:5]1[C:27]([O:28][CH3:29])=[CH:26][C:8]2[S:9][C:10]([C:12](=[O:25])[C:13]3[CH:18]=[CH:17][C:16]([O:19][CH3:20])=[C:15]([O:21]C(C)C)[CH:14]=3)=[CH:11][C:7]=2[CH:6]=1)(C)C.[Al+3].[Cl-].[Cl-].[Cl-]. (7) Given the product [F:1][C:2]1[CH:7]=[C:6]([F:8])[CH:5]=[CH:4][C:3]=1[C:9]1[N:10]([S:19]([C:22]2[CH:27]=[CH:26][CH:25]=[C:24]([F:28])[CH:23]=2)(=[O:21])=[O:20])[CH:11]=[C:12]2[CH:16]([N:17]([CH3:18])[C:37](=[O:38])[O:39][C:40]([CH3:41])([CH3:42])[CH3:43])[CH2:15][CH2:14][C:13]=12, predict the reactants needed to synthesize it. The reactants are: [F:1][C:2]1[CH:7]=[C:6]([F:8])[CH:5]=[CH:4][C:3]=1[C:9]1[N:10]([S:19]([C:22]2[CH:27]=[CH:26][CH:25]=[C:24]([F:28])[CH:23]=2)(=[O:21])=[O:20])[CH:11]=[C:12]2[CH:16]([NH:17][CH3:18])[CH2:15][CH2:14][C:13]=12.[C:37](O[C:37]([O:39][C:40]([CH3:43])([CH3:42])[CH3:41])=[O:38])([O:39][C:40]([CH3:43])([CH3:42])[CH3:41])=[O:38].O. (8) The reactants are: [N:1]1[CH:6]=[CH:5][C:4](/[CH:7]=[CH:8]/[C:9]2[C:17]3[C:12](=[CH:13][C:14]([C@H:18]4[C@@:20]5([C:28]6[C:23](=[CH:24][CH:25]=[CH:26][CH:27]=6)[NH:22][C:21]5=[O:29])[CH2:19]4)=[CH:15][CH:16]=3)[N:11](COCC[Si](C)(C)C)[N:10]=2)=[CH:3][CH:2]=1.B(F)(F)F.CCOCC. Given the product [N:1]1[CH:6]=[CH:5][C:4](/[CH:7]=[CH:8]/[C:9]2[C:17]3[C:12](=[CH:13][C:14]([C@H:18]4[C@@:20]5([C:28]6[C:23](=[CH:24][CH:25]=[CH:26][CH:27]=6)[NH:22][C:21]5=[O:29])[CH2:19]4)=[CH:15][CH:16]=3)[NH:11][N:10]=2)=[CH:3][CH:2]=1, predict the reactants needed to synthesize it.